This data is from Catalyst prediction with 721,799 reactions and 888 catalyst types from USPTO. The task is: Predict which catalyst facilitates the given reaction. (1) Reactant: [NH2:1][CH2:2][C:3]1[CH:4]=[C:5]([C:9]2[C:10]([OH:20])=[CH:11][CH:12]=[C:13]([C:15]3[NH:19][N:18]=[N:17][N:16]=3)[CH:14]=2)[CH:6]=[CH:7][CH:8]=1.C(N(CC)CC)C.[C:28]([N:32]=[C:33]=[O:34])([CH3:31])([CH3:30])[CH3:29].C(OCC)(=O)C. The catalyst class is: 35. Product: [C:28]([NH:32][C:33]([NH:1][CH2:2][C:3]1[CH:4]=[C:5]([C:9]2[CH:14]=[C:13]([C:15]3[NH:19][N:18]=[N:17][N:16]=3)[CH:12]=[CH:11][C:10]=2[OH:20])[CH:6]=[CH:7][CH:8]=1)=[O:34])([CH3:31])([CH3:30])[CH3:29]. (2) Reactant: [CH3:1][S:2](Cl)(=[O:4])=[O:3].[C:6]1([C:12]2[C:16]3[CH:17]=[CH:18][CH:19]=[CH:20][C:15]=3[O:14][C:13]=2[CH2:21][OH:22])[CH:11]=[CH:10][CH:9]=[CH:8][CH:7]=1.CCN(C(C)C)C(C)C. Product: [C:6]1([C:12]2[C:16]3[CH:17]=[CH:18][CH:19]=[CH:20][C:15]=3[O:14][C:13]=2[CH2:21][O:22][S:2]([CH3:1])(=[O:4])=[O:3])[CH:7]=[CH:8][CH:9]=[CH:10][CH:11]=1. The catalyst class is: 2. (3) Reactant: [Cl-].[CH2:2]([CH:9]1[C:15]2[CH:16]=[C:17]([O:20][CH2:21][CH2:22][NH3+:23])[CH:18]=[CH:19][C:14]=2[CH2:13][CH2:12][CH2:11][N:10]1[C:24]([O:26][CH2:27][CH3:28])=[O:25])[C:3]1[CH:8]=[CH:7][CH:6]=[CH:5][CH:4]=1.CN(C1C=CC=CN=1)C.[CH3:38][N:39]1[CH:43]=[C:42]([S:44](Cl)(=[O:46])=[O:45])[N:41]=[CH:40]1. Product: [CH2:2]([CH:9]1[C:15]2[CH:16]=[C:17]([O:20][CH2:21][CH2:22][NH:23][S:44]([C:42]3[N:41]=[CH:40][N:39]([CH3:38])[CH:43]=3)(=[O:46])=[O:45])[CH:18]=[CH:19][C:14]=2[CH2:13][CH2:12][CH2:11][N:10]1[C:24]([O:26][CH2:27][CH3:28])=[O:25])[C:3]1[CH:8]=[CH:7][CH:6]=[CH:5][CH:4]=1. The catalyst class is: 96. (4) Reactant: [ClH:1].[O:2]1[C:6]2[CH:7]=[CH:8][C:9]([CH:11]([CH2:18][C:19]3[O:23][N:22]=[C:21]([CH2:24][CH2:25][CH2:26][CH2:27][NH:28][C:29](=[NH:31])[CH3:30])[N:20]=3)[CH2:12][C:13]([O:15]CC)=[O:14])=[CH:10][C:5]=2[O:4][CH2:3]1.CC(C)=O.Cl. Product: [ClH:1].[O:2]1[C:6]2[CH:7]=[CH:8][C:9]([CH:11]([CH2:18][C:19]3[O:23][N:22]=[C:21]([CH2:24][CH2:25][CH2:26][CH2:27][NH:28][C:29](=[NH:31])[CH3:30])[N:20]=3)[CH2:12][C:13]([OH:15])=[O:14])=[CH:10][C:5]=2[O:4][CH2:3]1. The catalyst class is: 6. (5) Reactant: [N+:1]([O-:4])(O)=[O:2].[CH3:5][C:6]1[CH:7]=[C:8]2[C:12](=[CH:13][CH:14]=1)[NH:11][C:10](=[O:15])[C:9]2=[O:16]. Product: [CH3:5][C:6]1[CH:7]=[C:8]2[C:12](=[C:13]([N+:1]([O-:4])=[O:2])[CH:14]=1)[NH:11][C:10](=[O:15])[C:9]2=[O:16]. The catalyst class is: 82. (6) Reactant: [Cl:1][C:2]1[N:7]=[CH:6][N:5]=[C:4]([NH2:8])[C:3]=1[CH2:9][NH:10][CH2:11][C:12]([F:15])([F:14])[F:13].C(N(CC)CC)C.Cl[C:24](Cl)([O:26]C(=O)OC(Cl)(Cl)Cl)Cl. Product: [Cl:1][C:2]1[N:7]=[CH:6][N:5]=[C:4]2[NH:8][C:24](=[O:26])[N:10]([CH2:11][C:12]([F:14])([F:15])[F:13])[CH2:9][C:3]=12. The catalyst class is: 4. (7) Reactant: [OH-].[K+].[C:3]([C:6]1[CH:11]=[CH:10][C:9]([N:12]=[N:13][C:14](=[C:18]2[C:27]3[C:22](=[CH:23][CH:24]=[CH:25][CH:26]=3)[CH2:21][C:20]([CH3:29])([CH3:28])[NH:19]2)[C:15](N)=[O:16])=[CH:8][CH:7]=1)(=[O:5])[CH3:4].C([OH:32])C.Cl. Product: [C:3]([C:6]1[CH:7]=[CH:8][C:9]([N:12]=[N:13][C:14](=[C:18]2[C:27]3[C:22](=[CH:23][CH:24]=[CH:25][CH:26]=3)[CH2:21][C:20]([CH3:28])([CH3:29])[NH:19]2)[C:15]([OH:32])=[O:16])=[CH:10][CH:11]=1)(=[O:5])[CH3:4]. The catalyst class is: 6. (8) Product: [CH3:17][P:15]([C:12]1[CH:13]=[CH:14][C:9]([NH:8][C:4]2[N:3]=[C:2]([NH:27][N:28]3[CH2:35][CH:34]4[CH2:33][CH2:32][CH2:31][CH:30]4[CH2:29]3)[N:7]=[CH:6][N:5]=2)=[CH:10][CH:11]=1)([CH3:18])=[O:16]. Reactant: Cl[C:2]1[N:7]=[CH:6][N:5]=[C:4]([NH:8][C:9]2[CH:14]=[CH:13][C:12]([P:15]([CH3:18])([CH3:17])=[O:16])=[CH:11][CH:10]=2)[N:3]=1.C(N(CC)CC)C.Cl.[NH2:27][N:28]1[CH2:35][CH:34]2[CH:30]([CH2:31][CH2:32][CH2:33]2)[CH2:29]1. The catalyst class is: 8. (9) Reactant: Br[C:2]1[C:3]([C:14]2[S:15][CH:16]=[C:17]([C:19]([F:22])([F:21])[F:20])[N:18]=2)=[CH:4][C:5]([NH:8][C:9]([NH:11][CH2:12][CH3:13])=[O:10])=[N:6][CH:7]=1.C(=O)([O-])[O-].[Cs+].[Cs+].CC1(C)C(C)(C)OB([C:37]2[CH:38]=[N:39][CH:40]=[C:41]([CH:47]=2)[C:42]([O:44][CH2:45][CH3:46])=[O:43])O1. Product: [CH2:12]([NH:11][C:9]([NH:8][C:5]1[N:6]=[CH:7][C:2]([C:37]2[CH:38]=[N:39][CH:40]=[C:41]([C:42]([O:44][CH2:45][CH3:46])=[O:43])[CH:47]=2)=[C:3]([C:14]2[S:15][CH:16]=[C:17]([C:19]([F:22])([F:21])[F:20])[N:18]=2)[CH:4]=1)=[O:10])[CH3:13]. The catalyst class is: 73.